Dataset: Full USPTO retrosynthesis dataset with 1.9M reactions from patents (1976-2016). Task: Predict the reactants needed to synthesize the given product. (1) Given the product [Cl:1][C:2]1[C:3]([CH3:13])=[C:4]([I:12])[C:5]([O:11][CH3:18])=[C:6]([C:8](=[O:10])[CH3:9])[CH:7]=1, predict the reactants needed to synthesize it. The reactants are: [Cl:1][C:2]1[C:3]([CH3:13])=[C:4]([I:12])[C:5]([OH:11])=[C:6]([C:8](=[O:10])[CH3:9])[CH:7]=1.S(OC)(O[CH3:18])(=O)=O.C(=O)([O-])[O-].[K+].[K+]. (2) Given the product [CH:1]1([N:7]2[CH2:13][C:12]([F:14])([F:15])[C:11](=[O:16])[N:10]([CH3:17])[C:9]3[CH:18]=[N:19][C:20]([NH:22][C:23]4[CH:31]=[CH:30][C:26]([C:27]([NH:58][CH:59]5[CH2:60][CH2:61][N:62]([CH2:65][C:66]([N:68]([CH3:70])[CH3:69])=[O:67])[CH2:63][CH2:64]5)=[O:28])=[CH:25][C:24]=4[O:32][CH3:33])=[N:21][C:8]2=3)[CH2:2][CH2:3][CH2:5][CH2:6]1, predict the reactants needed to synthesize it. The reactants are: [CH:1]1([N:7]2[CH2:13][C:12]([F:15])([F:14])[C:11](=[O:16])[N:10]([CH3:17])[C:9]3[CH:18]=[N:19][C:20]([NH:22][C:23]4[CH:31]=[CH:30][C:26]([C:27](O)=[O:28])=[CH:25][C:24]=4[O:32][CH3:33])=[N:21][C:8]2=3)[CH2:6][CH2:5]C[CH2:3][CH2:2]1.CN(C(ON1N=NC2C=CC=NC1=2)=[N+](C)C)C.F[P-](F)(F)(F)(F)F.[NH2:58][CH:59]1[CH2:64][CH2:63][N:62]([CH2:65][C:66]([N:68]([CH3:70])[CH3:69])=[O:67])[CH2:61][CH2:60]1. (3) Given the product [Br:1][C:2]1[CH:7]=[C:6]([NH2:8])[C:5]([I:14])=[CH:4][N:3]=1, predict the reactants needed to synthesize it. The reactants are: [Br:1][C:2]1[CH:7]=[C:6]([NH2:8])[CH:5]=[CH:4][N:3]=1.C([O-])(=O)C.[Na+].[I:14]Cl. (4) Given the product [NH2:1][C:2]1[C:7]([C:8]#[N:9])=[C:6]([N:10]2[CH2:11][CH2:12][CH:13]([C:16]3[N:17]([CH2:32][CH2:33][NH:34][CH2:35][CH:36]4[CH2:37][CH2:38]4)[CH:18]=[C:19]([C:21]4[CH:26]=[CH:25][C:24]([F:27])=[C:23]([CH3:28])[CH:22]=4)[N:20]=3)[CH2:14][CH2:15]2)[N:5]=[CH:4][N:3]=1, predict the reactants needed to synthesize it. The reactants are: [NH2:1][C:2]1[C:7]([C:8]#[N:9])=[C:6]([N:10]2[CH2:15][CH2:14][CH:13]([C:16]3[N:17]([CH2:32][CH2:33][NH:34][CH2:35][CH:36]4[CH2:38][CH2:37]4)[CH:18]=[C:19]([C:21]4[CH:26]=[CH:25][C:24]([F:27])=[C:23]([C:28](F)(F)F)[CH:22]=4)[N:20]=3)[CH2:12][CH2:11]2)[N:5]=[CH:4][N:3]=1.NC1N=CN=C(N2CCC(C3N(CCOS(C)(=O)=O)C=C(C4C=CC(F)=C(C)C=4)N=3)CC2)C=1C#N.NC1C(C#N)=C(N2CCC(C3N(CCN(C(C)C)C)C=C(C4C=CC(F)=C(C)C=4)N=3)CC2)N=CN=1.